Task: Predict the reactants needed to synthesize the given product.. Dataset: Full USPTO retrosynthesis dataset with 1.9M reactions from patents (1976-2016) (1) Given the product [C:1]([O:5][C:6]([N:8]1[CH2:13][CH2:12][CH:11]([CH:14]([C:20](=[O:22])[CH3:21])[C:15]([O:17][CH2:18][CH3:19])=[O:16])[CH2:10][CH2:9]1)=[O:7])([CH3:2])([CH3:3])[CH3:4], predict the reactants needed to synthesize it. The reactants are: [C:1]([O:5][C:6]([N:8]1[CH2:13][CH2:12][CH:11]([CH:14]([CH:20]([OH:22])[CH3:21])[C:15]([O:17][CH2:18][CH3:19])=[O:16])[CH2:10][CH2:9]1)=[O:7])([CH3:4])([CH3:3])[CH3:2]. (2) Given the product [C:1]([C:5]1[CH:15]=[CH:14][CH:13]=[CH:12][C:6]=1[O:7][CH:8]1[CH2:9][N:10]([C:19]([NH:18][CH2:16][CH3:17])=[O:20])[CH2:11]1)([CH3:4])([CH3:2])[CH3:3], predict the reactants needed to synthesize it. The reactants are: [C:1]([C:5]1[CH:15]=[CH:14][CH:13]=[CH:12][C:6]=1[O:7][CH:8]1[CH2:11][NH:10][CH2:9]1)([CH3:4])([CH3:3])[CH3:2].[CH2:16]([N:18]=[C:19]=[O:20])[CH3:17]. (3) The reactants are: [NH2:1][C:2]1[CH:3]=[C:4]2[C:8](=[CH:9][CH:10]=1)[CH2:7][C@:6]1([C:14](=[O:15])[NH:13][C:12](=[O:16])[N:11]1[CH3:17])[CH2:5]2.[Cl:18]N1C(=O)CCC1=O. Given the product [NH2:1][C:2]1[C:3]([Cl:18])=[C:4]2[C:8](=[CH:9][CH:10]=1)[CH2:7][C@:6]1([C:14](=[O:15])[NH:13][C:12](=[O:16])[N:11]1[CH3:17])[CH2:5]2, predict the reactants needed to synthesize it.